This data is from Blood-brain barrier permeability classification from the B3DB database. The task is: Regression/Classification. Given a drug SMILES string, predict its absorption, distribution, metabolism, or excretion properties. Task type varies by dataset: regression for continuous measurements (e.g., permeability, clearance, half-life) or binary classification for categorical outcomes (e.g., BBB penetration, CYP inhibition). Dataset: b3db_classification. (1) The compound is O=C(OCc1ccccc1)N1CCC(CNc2ccncc2)CC1. The result is 1 (penetrates BBB). (2) The molecule is Nc1nnc(-c2cccc(Cl)c2Cl)c(N)n1. The result is 1 (penetrates BBB). (3) The drug is C=C1CCC(O)CC1=CC=C1CCCC2(C)C1CCC2C(C)C=CC(C)C(C)C. The result is 0 (does not penetrate BBB). (4) The drug is O=C1CCN=C2CC(c3ccccc3)CN12. The result is 1 (penetrates BBB).